Task: Predict the product of the given reaction.. Dataset: Forward reaction prediction with 1.9M reactions from USPTO patents (1976-2016) (1) The product is: [Br:15][C:7]1[C:8]2[S:9][C:2]([CH3:1])=[CH:3][C:4]=2[NH:5][C:6]=1[C:10]([O:12][CH2:13][CH3:14])=[O:11]. Given the reactants [CH3:1][C:2]1[S:9][C:8]2[CH:7]=[C:6]([C:10]([O:12][CH2:13][CH3:14])=[O:11])[NH:5][C:4]=2[CH:3]=1.[Br:15]N1C(=O)CCC1=O.O, predict the reaction product. (2) Given the reactants [F:1][C:2]1[N:6]([C:7]2[CH:12]=[CH:11][CH:10]=[CH:9][CH:8]=2)[N:5]=[C:4]([C:13]([F:16])([F:15])[F:14])[C:3]=1[CH2:17]O.P(Br)(Br)[Br:20].O, predict the reaction product. The product is: [Br:20][CH2:17][C:3]1[C:4]([C:13]([F:16])([F:15])[F:14])=[N:5][N:6]([C:7]2[CH:12]=[CH:11][CH:10]=[CH:9][CH:8]=2)[C:2]=1[F:1].